Dataset: NCI-60 drug combinations with 297,098 pairs across 59 cell lines. Task: Regression. Given two drug SMILES strings and cell line genomic features, predict the synergy score measuring deviation from expected non-interaction effect. (1) Drug 1: C1=CC=C(C=C1)NC(=O)CCCCCCC(=O)NO. Drug 2: CCC1(CC2CC(C3=C(CCN(C2)C1)C4=CC=CC=C4N3)(C5=C(C=C6C(=C5)C78CCN9C7C(C=CC9)(C(C(C8N6C)(C(=O)OC)O)OC(=O)C)CC)OC)C(=O)OC)O.OS(=O)(=O)O. Cell line: HOP-92. Synergy scores: CSS=-1.23, Synergy_ZIP=4.23, Synergy_Bliss=5.23, Synergy_Loewe=3.19, Synergy_HSA=-0.166. (2) Drug 1: CC(C)(C#N)C1=CC(=CC(=C1)CN2C=NC=N2)C(C)(C)C#N. Drug 2: COCCOC1=C(C=C2C(=C1)C(=NC=N2)NC3=CC=CC(=C3)C#C)OCCOC.Cl. Cell line: M14. Synergy scores: CSS=-6.36, Synergy_ZIP=3.21, Synergy_Bliss=1.25, Synergy_Loewe=-4.14, Synergy_HSA=-3.67. (3) Drug 1: CC1OCC2C(O1)C(C(C(O2)OC3C4COC(=O)C4C(C5=CC6=C(C=C35)OCO6)C7=CC(=C(C(=C7)OC)O)OC)O)O. Drug 2: CC1=C2C(C(=O)C3(C(CC4C(C3C(C(C2(C)C)(CC1OC(=O)C(C(C5=CC=CC=C5)NC(=O)C6=CC=CC=C6)O)O)OC(=O)C7=CC=CC=C7)(CO4)OC(=O)C)O)C)OC(=O)C. Cell line: HCT-15. Synergy scores: CSS=43.1, Synergy_ZIP=0.766, Synergy_Bliss=-2.21, Synergy_Loewe=-0.244, Synergy_HSA=-0.232. (4) Drug 1: C1=C(C(=O)NC(=O)N1)F. Drug 2: C1=CC(=CC=C1CC(C(=O)O)N)N(CCCl)CCCl.Cl. Cell line: NCIH23. Synergy scores: CSS=47.2, Synergy_ZIP=-8.74, Synergy_Bliss=-7.38, Synergy_Loewe=-4.46, Synergy_HSA=-3.00. (5) Drug 1: CC1=C(C(=CC=C1)Cl)NC(=O)C2=CN=C(S2)NC3=CC(=NC(=N3)C)N4CCN(CC4)CCO. Drug 2: CCN(CC)CCNC(=O)C1=C(NC(=C1C)C=C2C3=C(C=CC(=C3)F)NC2=O)C. Cell line: K-562. Synergy scores: CSS=47.9, Synergy_ZIP=15.3, Synergy_Bliss=18.0, Synergy_Loewe=-28.2, Synergy_HSA=10.1. (6) Drug 1: C1=CC(=CC=C1CCC2=CNC3=C2C(=O)NC(=N3)N)C(=O)NC(CCC(=O)O)C(=O)O. Drug 2: C1=C(C(=O)NC(=O)N1)N(CCCl)CCCl. Cell line: SR. Synergy scores: CSS=77.3, Synergy_ZIP=1.94, Synergy_Bliss=1.73, Synergy_Loewe=4.68, Synergy_HSA=6.98.